Task: Predict the product of the given reaction.. Dataset: Forward reaction prediction with 1.9M reactions from USPTO patents (1976-2016) (1) Given the reactants [CH3:1][C:2]([CH3:11])([CH3:10])[C:3](=O)[CH2:4][C:5]([O:7]C)=O.C(N(CC)CC)C.Cl.[CH3:20][CH:21]([NH:23][NH2:24])[CH3:22], predict the reaction product. The product is: [C:2]([C:3]1[CH2:4][C:5](=[O:7])[N:23]([CH:21]([CH3:22])[CH3:20])[N:24]=1)([CH3:1])([CH3:11])[CH3:10]. (2) Given the reactants [O:1]1[C:6]2[CH:7]=[CH:8][C:9]([CH2:11][NH:12][C:13]3([C:32]([NH:34][CH3:35])=[O:33])[CH2:18][CH2:17][N:16]([CH2:19][CH2:20][N:21]4[C:30]5[C:25](=[CH:26][CH:27]=[CH:28][CH:29]=5)[N:24]=[CH:23][C:22]4=[O:31])[CH2:15][CH2:14]3)=[CH:10][C:5]=2[O:4][CH2:3][CH2:2]1.[ClH:36].C(OCC)(=O)C, predict the reaction product. The product is: [ClH:36].[O:1]1[C:6]2[CH:7]=[CH:8][C:9]([CH2:11][NH:12][C:13]3([C:32]([NH:34][CH3:35])=[O:33])[CH2:14][CH2:15][N:16]([CH2:19][CH2:20][N:21]4[C:30]5[C:25](=[CH:26][CH:27]=[CH:28][CH:29]=5)[N:24]=[CH:23][C:22]4=[O:31])[CH2:17][CH2:18]3)=[CH:10][C:5]=2[O:4][CH2:3][CH2:2]1. (3) Given the reactants [C:1]([OH:20])(=[O:19])[CH2:2][CH2:3][CH2:4][CH2:5][CH2:6][CH2:7][CH2:8][CH2:9][CH2:10][CH2:11][CH2:12][CH2:13][CH2:14][CH2:15][CH2:16][CH2:17][CH3:18].[OH:21][CH2:22][C:23]([CH2:28]O)([CH2:26][OH:27])[CH2:24][OH:25], predict the reaction product. The product is: [C:1]([O:20][CH2:28][C:23]([CH2:26][OH:27])([CH2:24][OH:25])[CH2:22][OH:21])(=[O:19])[CH2:2][CH2:3][CH2:4][CH2:5][CH2:6][CH2:7][CH2:8][CH2:9][CH2:10][CH2:11][CH2:12][CH2:13][CH2:14][CH2:15][CH2:16][CH2:17][CH3:18]. (4) Given the reactants Cl[CH:2]1[NH:7][N:6]=[CH:5][C:4]([C:8]2[CH:9]=[C:10]([CH:15]=[CH:16][CH:17]=2)[C:11]([NH:13][CH3:14])=[O:12])=[CH:3]1.[NH3:18], predict the reaction product. The product is: [NH2:18][CH:2]1[NH:7][N:6]=[CH:5][C:4]([C:8]2[CH:9]=[C:10]([CH:15]=[CH:16][CH:17]=2)[C:11]([NH:13][CH3:14])=[O:12])=[CH:3]1. (5) Given the reactants [NH2:1][C:2]1[N:7]=[CH:6][N:5]=[C:4]([NH:8][C@H:9]([C:11]2[C:20]([CH2:21][N:22]3[CH2:27][CH2:26][N:25](C(OC(C)(C)C)=O)[CH2:24][CH2:23]3)=[C:19]([O:35]C)[C:18]3[C:13](=[CH:14][CH:15]=[C:16]([F:37])[CH:17]=3)[N:12]=2)[CH3:10])[C:3]=1[C:38]#[N:39].Cl, predict the reaction product. The product is: [NH2:1][C:2]1[C:3]([C:38]#[N:39])=[C:4]([NH:8][C@H:9]([C:11]2[C:20]([CH2:21][N:22]3[CH2:27][CH2:26][NH:25][CH2:24][CH2:23]3)=[C:19]([OH:35])[C:18]3[C:13](=[CH:14][CH:15]=[C:16]([F:37])[CH:17]=3)[N:12]=2)[CH3:10])[N:5]=[CH:6][N:7]=1.